This data is from CYP3A4 inhibition data for predicting drug metabolism from PubChem BioAssay. The task is: Regression/Classification. Given a drug SMILES string, predict its absorption, distribution, metabolism, or excretion properties. Task type varies by dataset: regression for continuous measurements (e.g., permeability, clearance, half-life) or binary classification for categorical outcomes (e.g., BBB penetration, CYP inhibition). Dataset: cyp3a4_veith. (1) The result is 0 (non-inhibitor). The molecule is NC1(C(=O)O)CCC1. (2) The molecule is NC(N)=NNC(=O)C(=O)O. The result is 0 (non-inhibitor). (3) The molecule is CC(C)c1ccc2c([Si](C)(C)C)c3c(nc2c1)-c1cccc(=O)n1C3. The result is 0 (non-inhibitor). (4) The drug is CCOC(=O)NC1(C(F)(F)F)C(=O)N(Cc2ccccc2)C2=C1C(=O)CC(C)(C)C2. The result is 0 (non-inhibitor).